Dataset: Reaction yield outcomes from USPTO patents with 853,638 reactions. Task: Predict the reaction yield, written as a fraction of the theoretical maximum amount of product (1.0 means a 100% yield; for example, 0.34 means a 34% yield). (1) The reactants are C[O:2][C:3](=[O:28])[C:4]([NH:7][C:8]([C:10]1[CH:19]=[CH:18][C:17]2[C:12](=[CH:13][CH:14]=[CH:15][CH:16]=2)[C:11]=1[C:20]#[C:21][C:22]1[CH:27]=[CH:26][CH:25]=[CH:24][CH:23]=1)=[O:9])([CH3:6])[CH3:5].O.O[Li].O. The catalyst is CO. The product is [C:22]1([C:21]#[C:20][C:11]2[C:12]3[C:17](=[CH:16][CH:15]=[CH:14][CH:13]=3)[CH:18]=[CH:19][C:10]=2[C:8]([NH:7][C:4]([CH3:6])([CH3:5])[C:3]([OH:28])=[O:2])=[O:9])[CH:23]=[CH:24][CH:25]=[CH:26][CH:27]=1. The yield is 0.890. (2) The product is [C:14]([OH:16])(=[O:15])[CH2:13][OH:20].[C:22]([N:11]([C:1]([O:3][CH2:4][C:5]1[CH:10]=[CH:9][CH:8]=[CH:7][CH:6]=1)=[O:2])[CH2:12][CH2:13][C:14]([OH:16])=[O:15])([CH3:25])([CH3:24])[CH3:23]. The catalyst is CC(C)=O. The yield is 0.990. The reactants are [C:1]([NH:11][CH2:12][CH2:13][C:14]([OH:16])=[O:15])([O:3][CH2:4][C:5]1[CH:10]=[CH:9][CH:8]=[CH:7][CH:6]=1)=[O:2].BrCC(O[C:22]([CH3:25])([CH3:24])[CH3:23])=[O:20].C([O-])([O-])=O.[K+].[K+]. (3) The reactants are [F:1][C:2]1[CH:10]=[CH:9][CH:8]=[C:7]([CH3:11])[C:3]=1[C:4]([OH:6])=[O:5].OS(O)(=O)=O.[N+:17]([O-])([OH:19])=[O:18]. No catalyst specified. The product is [F:1][C:2]1[C:3]([C:4]([OH:6])=[O:5])=[C:7]([CH3:11])[C:8]([N+:17]([O-:19])=[O:18])=[CH:9][CH:10]=1. The yield is 0.770. (4) The reactants are [CH3:1][N:2]1[CH2:7][CH2:6][C:5](=O)[CH2:4][CH2:3]1.[CH3:9][C:10]1[CH:17]=[CH:16][C:13]([CH2:14][NH2:15])=[CH:12][CH:11]=1.C(O)(=O)C.[BH3-]C#N.[Na+]. The catalyst is CO. The product is [CH3:9][C:10]1[CH:17]=[CH:16][C:13]([CH2:14][NH:15][CH:5]2[CH2:6][CH2:7][N:2]([CH3:1])[CH2:3][CH2:4]2)=[CH:12][CH:11]=1. The yield is 0.930. (5) The reactants are C[O:2][C:3]([C:5]1[C:10]([C:11]2[CH:16]=[CH:15][C:14]([Cl:17])=[CH:13][C:12]=2[Cl:18])=[CH:9][N:8]2[CH:19]=[CH:20][N:21]=[C:7]2[CH:6]=1)=O.CO.[Li+].[BH4-]. The catalyst is C1COCC1. The product is [Cl:18][C:12]1[CH:13]=[C:14]([Cl:17])[CH:15]=[CH:16][C:11]=1[C:10]1[C:5]([CH2:3][OH:2])=[CH:6][C:7]2[N:8]([CH:19]=[CH:20][N:21]=2)[CH:9]=1. The yield is 0.430. (6) The reactants are [C:1]([C:5]1[CH:10]=[C:9](Br)[C:8]([N+:12]([O-:14])=[O:13])=[CH:7][C:6]=1[OH:15])([CH3:4])([CH3:3])[CH3:2].[CH2:16]([O:18][C:19]1[CH:24]=[CH:23][CH:22]=[CH:21][C:20]=1B(O)O)[CH3:17].C(=O)([O-])[O-].[K+].[K+].O. The catalyst is CN(C=O)C.C1C=CC([P]([Pd]([P](C2C=CC=CC=2)(C2C=CC=CC=2)C2C=CC=CC=2)([P](C2C=CC=CC=2)(C2C=CC=CC=2)C2C=CC=CC=2)[P](C2C=CC=CC=2)(C2C=CC=CC=2)C2C=CC=CC=2)(C2C=CC=CC=2)C2C=CC=CC=2)=CC=1. The product is [C:1]([C:5]1[CH:10]=[C:9]([C:20]2[CH:21]=[CH:22][CH:23]=[CH:24][C:19]=2[O:18][CH2:16][CH3:17])[C:8]([N+:12]([O-:14])=[O:13])=[CH:7][C:6]=1[OH:15])([CH3:4])([CH3:3])[CH3:2]. The yield is 0.920.